Task: Predict the reactants needed to synthesize the given product.. Dataset: Full USPTO retrosynthesis dataset with 1.9M reactions from patents (1976-2016) (1) The reactants are: [Cl:1][C:2]1[CH:3]=[C:4]([NH:8][S:9]([C:12]2[CH:13]=[C:14]3[C:18](=[CH:19][CH:20]=2)[NH:17][C:16](=[O:21])[CH2:15]3)(=[O:11])=[O:10])[CH:5]=[CH:6][CH:7]=1.[N:22]1([CH2:27][CH2:28][O:29][C:30]2[CH:31]=[C:32]3[C:36](=[CH:37][CH:38]=2)[NH:35][C:34]([CH:39]=O)=[CH:33]3)[CH2:26][CH2:25][CH2:24][CH2:23]1. Given the product [Cl:1][C:2]1[CH:3]=[C:4]([NH:8][S:9]([C:12]2[CH:13]=[C:14]3[C:18](=[CH:19][CH:20]=2)[NH:17][C:16](=[O:21])[C:15]3=[CH:39][C:34]2[NH:35][C:36]3[C:32]([CH:33]=2)=[CH:31][C:30]([O:29][CH2:28][CH2:27][N:22]2[CH2:26][CH2:25][CH2:24][CH2:23]2)=[CH:38][CH:37]=3)(=[O:11])=[O:10])[CH:5]=[CH:6][CH:7]=1, predict the reactants needed to synthesize it. (2) Given the product [CH3:1][C:2]1[CH:3]=[CH:4][C:5]([S:8]([N:11]2[N:15]3[C:16]4[C:25]5[C:20](=[CH:21][CH:22]=[CH:23][CH:24]=5)[N:19]=[C:18]([NH2:38])[C:17]=4[N:26]=[C:14]3[CH:13]=[CH:12]2)(=[O:10])=[O:9])=[CH:6][CH:7]=1, predict the reactants needed to synthesize it. The reactants are: [CH3:1][C:2]1[CH:7]=[CH:6][C:5]([S:8]([N:11]2[N:15]3[C:16]4[C:25]5[C:20](=[CH:21][CH:22]=[CH:23][CH:24]=5)[N:19]=[CH:18][C:17]=4[N:26]=[C:14]3[CH:13]=[CH:12]2)(=[O:10])=[O:9])=[CH:4][CH:3]=1.ClC1C=C(C=CC=1)C(OO)=O.[NH4+:38].[OH-].C1(C)C=CC(S(Cl)(=O)=O)=CC=1. (3) Given the product [CH3:1][O:2][C:3]([C:17]1[NH:21][C:20]2[CH:22]=[CH:23][C:24]([C:26]#[N:27])=[CH:25][C:19]=2[N:18]=1)([C:5]1[C:13]([O:14][CH3:15])=[CH:12][C:11]([CH3:16])=[C:10]2[C:6]=1[CH2:7][CH2:8][NH:9]2)[CH3:4], predict the reactants needed to synthesize it. The reactants are: [CH3:1][O:2][C:3]([C:17]1[NH:21][C:20]2[CH:22]=[CH:23][C:24]([C:26]#[N:27])=[CH:25][C:19]=2[N:18]=1)([C:5]1[C:13]([O:14][CH3:15])=[CH:12][C:11]([CH3:16])=[C:10]2[C:6]=1[CH:7]=[CH:8][NH:9]2)[CH3:4].C([BH3-])#N.[Na+].